From a dataset of Full USPTO retrosynthesis dataset with 1.9M reactions from patents (1976-2016). Predict the reactants needed to synthesize the given product. (1) Given the product [CH3:9][C:10]1([C:15]([NH2:20])=[O:17])[CH2:14][S:13][S:12][CH2:11]1, predict the reactants needed to synthesize it. The reactants are: ClC(OCC(C)C)=O.[CH3:9][C:10]1([C:15]([OH:17])=O)[CH2:14][S:13][S:12][CH2:11]1.C([N:20](CC)CC)C.N. (2) Given the product [Cl:3][C:4]1[CH:5]=[C:6]([O:10][C:12]2[CH:17]=[CH:16][C:15]([C:18]3[S:19][C:20]4[N:21]=[CH:22][N:23]=[CH:24][C:25]=4[N:26]=3)=[CH:14][C:13]=2[C:27]#[N:28])[CH:7]=[CH:8][CH:9]=1, predict the reactants needed to synthesize it. The reactants are: [H-].[Na+].[Cl:3][C:4]1[CH:5]=[C:6]([OH:10])[CH:7]=[CH:8][CH:9]=1.Cl[C:12]1[CH:17]=[CH:16][C:15]([C:18]2[S:19][C:20]3[N:21]=[CH:22][N:23]=[CH:24][C:25]=3[N:26]=2)=[CH:14][C:13]=1[C:27]#[N:28].O.